This data is from Reaction yield outcomes from USPTO patents with 853,638 reactions. The task is: Predict the reaction yield, written as a fraction of the theoretical maximum amount of product (1.0 means a 100% yield; for example, 0.34 means a 34% yield). (1) The reactants are [CH3:1][O:2][C:3](=[O:14])[C:4]1[CH:9]=[C:8]([N+:10]([O-:12])=[O:11])[CH:7]=[CH:6][C:5]=1F.[NH:15]1[CH2:20][CH2:19][O:18][CH2:17][CH2:16]1.C(=O)([O-])[O-].[K+].[K+].O. The catalyst is CS(C)=O. The product is [CH3:1][O:2][C:3](=[O:14])[C:4]1[CH:9]=[C:8]([N+:10]([O-:12])=[O:11])[CH:7]=[CH:6][C:5]=1[N:15]1[CH2:20][CH2:19][O:18][CH2:17][CH2:16]1. The yield is 0.980. (2) The reactants are [C:1]([Si:5]([CH3:17])([CH3:16])[O:6][C:7]1[CH:12]=[CH:11][C:10]([NH:13][CH3:14])=[C:9]([CH3:15])[CH:8]=1)([CH3:4])([CH3:3])[CH3:2].[CH3:18][O:19][C:20](=[O:30])[C:21]1[CH:26]=[CH:25][C:24](C=O)=[CH:23][C:22]=1[CH3:29].[C:31](O)(=O)C.C(O[BH-](OC(=O)C)OC(=O)C)(=O)C.[Na+]. The catalyst is ClCCCl. The product is [CH3:18][O:19][C:20](=[O:30])[C:21]1[CH:26]=[CH:25][C:14]([N:13]([C:10]2[CH:11]=[CH:12][C:7]([O:6][Si:5]([C:1]([CH3:4])([CH3:3])[CH3:2])([CH3:17])[CH3:16])=[CH:8][C:9]=2[CH3:15])[CH3:31])=[C:23]([CH3:24])[C:22]=1[CH3:29]. The yield is 0.950. (3) The reactants are [CH2:1]([O:3][C:4](=[O:16])[C:5]([O:8][C:9]1[CH:14]=[CH:13][CH:12]=[C:11]([NH2:15])[CH:10]=1)([CH3:7])[CH3:6])[CH3:2].Cl[CH2:18][CH2:19]Cl.[C:21](O)(=O)C.C(O[BH-](OC(=O)C)OC(=O)C)(=O)C.[Na+]. No catalyst specified. The product is [CH2:1]([O:3][C:4](=[O:16])[C:5]([O:8][C:9]1[CH:14]=[CH:13][CH:12]=[C:11]([NH:15][CH:18]([CH3:19])[CH3:21])[CH:10]=1)([CH3:7])[CH3:6])[CH3:2]. The yield is 0.600. (4) The reactants are [NH2:1][C:2]1[CH:3]=[C:4]2[C:20](=[O:21])[NH:19][N:18]=[CH:17][C:6]3=[C:7]([C:11]4[CH:16]=[CH:15][CH:14]=[CH:13][CH:12]=4)[NH:8][C:9]([CH:10]=1)=[C:5]23.[C:22]([O:26][C:27]([N:29]([CH2:31][C:32](O)=[O:33])[CH3:30])=[O:28])([CH3:25])([CH3:24])[CH3:23].C(N(CC)CC)C.F[P-](F)(F)(F)(F)F.N1(OC(N(C)C)=[N+](C)C)C2N=CC=CC=2N=N1. The catalyst is C(Cl)Cl.CN(C)C=O.C(OCC)C.CO.CCCCCC. The product is [C:22]([O:26][C:27](=[O:28])[N:29]([CH3:30])[CH2:31][C:32](=[O:33])[NH:1][C:2]1[CH:3]=[C:4]2[C:20](=[O:21])[NH:19][N:18]=[CH:17][C:6]3=[C:7]([C:11]4[CH:12]=[CH:13][CH:14]=[CH:15][CH:16]=4)[NH:8][C:9]([CH:10]=1)=[C:5]23)([CH3:25])([CH3:24])[CH3:23]. The yield is 0.960. (5) The reactants are [Cl-].O[NH3+:3].[C:4](=[O:7])([O-])[OH:5].[Na+].CS(C)=O.[F:13][C:14]1[CH:15]=[C:16]([C:48]2[C:49]([C:54]#[N:55])=[CH:50][CH:51]=[CH:52][CH:53]=2)[CH:17]=[CH:18][C:19]=1[CH2:20][C:21]1[C:22](=[O:47])[N:23]([C@H:33]2[CH2:38][CH2:37][C@H:36]([O:39][C:40]3([C:43]([OH:46])([CH3:45])[CH3:44])[CH2:42][CH2:41]3)[CH2:35][CH2:34]2)[C:24]2[N:25]([N:30]=[CH:31][N:32]=2)[C:26]=1[CH2:27][CH2:28][CH3:29]. The catalyst is O.C(OCC)(=O)C. The product is [F:13][C:14]1[CH:15]=[C:16]([C:48]2[CH:53]=[CH:52][CH:51]=[CH:50][C:49]=2[C:54]2[NH:3][C:4](=[O:7])[O:5][N:55]=2)[CH:17]=[CH:18][C:19]=1[CH2:20][C:21]1[C:22](=[O:47])[N:23]([C@H:33]2[CH2:34][CH2:35][C@H:36]([O:39][C:40]3([C:43]([OH:46])([CH3:45])[CH3:44])[CH2:41][CH2:42]3)[CH2:37][CH2:38]2)[C:24]2[N:25]([N:30]=[CH:31][N:32]=2)[C:26]=1[CH2:27][CH2:28][CH3:29]. The yield is 0.470.